From a dataset of Forward reaction prediction with 1.9M reactions from USPTO patents (1976-2016). Predict the product of the given reaction. (1) Given the reactants [OH:1][CH2:2][C:3]1[CH:10]=[CH:9][C:6]([C:7]#[N:8])=[CH:5][CH:4]=1.[NH2:11][OH:12].Cl.C([O-])(O)=O.[Na+].Cl, predict the reaction product. The product is: [OH:12][NH:11][C:7]([C:6]1[CH:9]=[CH:10][C:3]([CH2:2][OH:1])=[CH:4][CH:5]=1)=[NH:8]. (2) The product is: [C:1]([O:5][C:6](=[O:20])[NH:7][C:8]([C:12]1[CH:17]=[C:16]([Br:18])[CH:15]=[CH:14][C:13]=1[F:19])([CH2:35][N+:32]([O-:34])=[O:33])[CH:9]([F:10])[F:11])([CH3:4])([CH3:2])[CH3:3]. Given the reactants [C:1]([O:5][C:6](=[O:20])/[N:7]=[C:8](/[C:12]1[CH:17]=[C:16]([Br:18])[CH:15]=[CH:14][C:13]=1[F:19])\[CH:9]([F:11])[F:10])([CH3:4])([CH3:3])[CH3:2].C1CCN2C(=NCCC2)CC1.[N+:32]([CH3:35])([O-:34])=[O:33], predict the reaction product. (3) Given the reactants [C:1]([C:3]1[N:4]=[C:5]([O:13][C@H:14]2[CH2:18][CH2:17][N:16]([C:19]([O:21][C:22]([CH3:25])([CH3:24])[CH3:23])=[O:20])[CH2:15]2)[C:6]2[C:11]([CH:12]=1)=[CH:10][CH:9]=[CH:8][CH:7]=2)#[N:2].[NH:26]([C:28](OCC)=[O:29])[NH2:27], predict the reaction product. The product is: [O:29]=[C:28]1[NH:26][N:27]=[C:1]([C:3]2[N:4]=[C:5]([O:13][C@H:14]3[CH2:18][CH2:17][N:16]([C:19]([O:21][C:22]([CH3:25])([CH3:24])[CH3:23])=[O:20])[CH2:15]3)[C:6]3[C:11]([CH:12]=2)=[CH:10][CH:9]=[CH:8][CH:7]=3)[NH:2]1. (4) The product is: [ClH:36].[OH:26][C:22]1[CH:21]=[C:20]([O:28][CH3:29])[C:19]2[C:18](=[O:30])[NH:17][C:16]([C:12]3[CH:13]=[C:14]([CH3:15])[C:9]([OH:8])=[C:10]([CH3:31])[CH:11]=3)=[CH:25][C:24]=2[N:23]=1. Given the reactants C([O:8][C:9]1[C:14]([CH3:15])=[CH:13][C:12]([C:16]2[NH:17][C:18](=[O:30])[C:19]3[C:20]([O:28][CH3:29])=[CH:21][C:22]([O:26]C)=[N:23][C:24]=3[CH:25]=2)=[CH:11][C:10]=1[CH3:31])C1C=CC=CC=1.B(Br)(Br)Br.[ClH:36].CCOCC, predict the reaction product. (5) The product is: [C:2]([C:5]1[N:6]2[CH:12]=[N:11][C:10]([NH:13][C:14](=[O:26])[CH2:15][C:16]3[CH:25]=[CH:24][C:23]4[C:18](=[CH:19][CH:20]=[CH:21][CH:22]=4)[CH:17]=3)=[C:7]2[S:8][CH:9]=1)#[N:3]. Given the reactants [Cu][C:2]#[N:3].Br[C:5]1[N:6]2[CH:12]=[N:11][C:10]([NH:13][C:14](=[O:26])[CH2:15][C:16]3[CH:25]=[CH:24][C:23]4[C:18](=[CH:19][CH:20]=[CH:21][CH:22]=4)[CH:17]=3)=[C:7]2[S:8][CH:9]=1.CN1CCCC1=O, predict the reaction product. (6) Given the reactants [Cl:1][C:2]1[CH:3]=[CH:4][C:5]([O:34][CH3:35])=[C:6]([S:8]([NH:11][C:12]2[CH:13]=[C:14]([CH:27]=[C:28]([O:32][CH3:33])[C:29]=2[O:30][CH3:31])[C:15]([NH:17][C:18]2[CH:26]=[CH:25][C:21]([C:22]([OH:24])=[O:23])=[CH:20][CH:19]=2)=[O:16])(=[O:10])=[O:9])[CH:7]=1.Cl[C:37]1C=CC(OC)=C(S(Cl)(=O)=O)[CH:42]=1, predict the reaction product. The product is: [CH2:37]([O:23][C:22](=[O:24])[C:21]1[CH:20]=[CH:19][C:18]([NH:17][C:15](=[O:16])[C:14]2[CH:27]=[C:28]([O:32][CH3:33])[C:29]([O:30][CH3:31])=[C:12]([NH:11][S:8]([C:6]3[CH:7]=[C:2]([Cl:1])[CH:3]=[CH:4][C:5]=3[O:34][CH3:35])(=[O:9])=[O:10])[CH:13]=2)=[CH:26][CH:25]=1)[CH3:42]. (7) Given the reactants C1(C)C=CC=CC=1.I[C:9]1[CH:18]=[CH:17][C:12]([C:13]([O:15][CH3:16])=[O:14])=[CH:11][C:10]=1[CH3:19].[F:20][C:21]1[C:22]([C:36]([F:39])([F:38])[F:37])=[C:23](B2OC(C)(C)C(C)(C)O2)[CH:24]=[CH:25][CH:26]=1.P([O-])([O-])([O-])=O.[K+].[K+].[K+], predict the reaction product. The product is: [F:20][C:21]1[C:22]([C:36]([F:37])([F:38])[F:39])=[C:23]([C:9]2[CH:18]=[CH:17][C:12]([C:13]([O:15][CH3:16])=[O:14])=[CH:11][C:10]=2[CH3:19])[CH:24]=[CH:25][CH:26]=1. (8) Given the reactants [OH:1][C:2]1[CH:10]=[CH:9][C:5]([C:6]([OH:8])=[O:7])=[CH:4][C:3]=1[I:11].Cl.[CH3:13]O, predict the reaction product. The product is: [OH:1][C:2]1[CH:10]=[CH:9][C:5]([C:6]([O:8][CH3:13])=[O:7])=[CH:4][C:3]=1[I:11].